From a dataset of Forward reaction prediction with 1.9M reactions from USPTO patents (1976-2016). Predict the product of the given reaction. (1) Given the reactants [CH3:1][O:2][C:3]1[N:8]=[C:7]([C:9](O)=[O:10])[CH:6]=[CH:5][C:4]=1[C:12]1[CH:20]=[C:19]([C:21]([F:24])([F:23])[F:22])[CH:18]=[C:17]2[C:13]=1[CH:14]=[N:15][NH:16]2.[Cl-].[NH4+].C1C=CC2N([OH:36])N=[N:33]C=2C=1.C(Cl)CCl.C(N(C(C)C)C(C)C)C.CN([CH:53]=[O:54])C, predict the reaction product. The product is: [C:53]([OH:54])([C:21]([F:24])([F:23])[F:22])=[O:36].[CH3:1][O:2][C:3]1[N:8]=[C:7]([C:9]([NH2:33])=[O:10])[CH:6]=[CH:5][C:4]=1[C:12]1[CH:20]=[C:19]([C:21]([F:22])([F:23])[F:24])[CH:18]=[C:17]2[C:13]=1[CH:14]=[N:15][NH:16]2. (2) Given the reactants C[O:2][C:3](=[O:22])[CH2:4][CH2:5][O:6][C@H:7]1[CH2:12][CH2:11][C@H:10]([N:13]([C:15]([O:17][C:18]([CH3:21])([CH3:20])[CH3:19])=[O:16])[CH3:14])[CH2:9][CH2:8]1.[Li+].[OH-].OS([O-])(=O)=O.[K+], predict the reaction product. The product is: [C:18]([O:17][C:15]([N:13]([CH3:14])[C@H:10]1[CH2:11][CH2:12][C@H:7]([O:6][CH2:5][CH2:4][C:3]([OH:22])=[O:2])[CH2:8][CH2:9]1)=[O:16])([CH3:21])([CH3:20])[CH3:19]. (3) Given the reactants [C:1]([NH:4][C@@H:5]([CH3:24])[CH2:6][O:7][C:8]1[N:13]=[CH:12][C:11]([NH:14][C:15](=[O:21])OC(C)(C)C)=[C:10]([OH:22])[C:9]=1[F:23])(=[O:3])[CH3:2].Cl.[C:26]([O:29][CH2:30][CH3:31])(=O)[CH3:27].C(O[CH2:36][CH3:37])(=O)C, predict the reaction product. The product is: [C:1]([NH:4][C@@H:5]([CH3:24])[CH2:6][O:7][C:8]1[N:13]=[CH:12][C:11]([NH:14][C:15]([C:12]2[CH:11]=[CH:10][C:26]([O:29][CH2:30][C:31]3[CH:37]=[CH:36][CH:24]=[CH:5][CH:6]=3)=[CH:27][N:13]=2)=[O:21])=[C:10]([OH:22])[C:9]=1[F:23])(=[O:3])[CH3:2].